Dataset: Full USPTO retrosynthesis dataset with 1.9M reactions from patents (1976-2016). Task: Predict the reactants needed to synthesize the given product. Given the product [F:18][C:12]1[CH:13]=[C:14]([F:17])[CH:15]=[CH:16][C:11]=1[C:8]1[CH:9]=[N:10][C:5]2[N:6]([CH:19]=[C:3]([CH2:2][O:27][C:25]3[CH:24]=[CH:23][N:22]=[C:21]([F:20])[CH:26]=3)[N:4]=2)[N:7]=1, predict the reactants needed to synthesize it. The reactants are: Cl[CH2:2][C:3]1[N:4]=[C:5]2[N:10]=[CH:9][C:8]([C:11]3[CH:16]=[CH:15][C:14]([F:17])=[CH:13][C:12]=3[F:18])=[N:7][N:6]2[CH:19]=1.[F:20][C:21]1[CH:26]=[C:25]([OH:27])[CH:24]=[CH:23][N:22]=1.